This data is from Forward reaction prediction with 1.9M reactions from USPTO patents (1976-2016). The task is: Predict the product of the given reaction. The product is: [F:1][C:2]1[CH:7]=[CH:6][CH:5]=[CH:4][C:3]=1[CH:8]([C:9]1[NH:15][CH2:14][CH2:13][N:10]=1)[CH2:11][CH3:12]. Given the reactants [F:1][C:2]1[CH:7]=[CH:6][CH:5]=[CH:4][C:3]=1[CH:8]([CH2:11][CH3:12])[C:9]#[N:10].[CH2:13](N)[CH2:14][NH2:15], predict the reaction product.